This data is from Forward reaction prediction with 1.9M reactions from USPTO patents (1976-2016). The task is: Predict the product of the given reaction. (1) Given the reactants [CH2:1]1[O:34][C:33]2[CH:32]=[CH:31][C:5]([CH2:6][N:7]([S:18]([C:21]3[C:26]([CH3:27])=[CH:25][C:24]([O:28][CH3:29])=[CH:23][C:22]=3[CH3:30])(=[O:20])=[O:19])[C@H:8]([CH2:12][NH:13][S:14]([CH3:17])(=[O:16])=[O:15])[C:9]([OH:11])=O)=[CH:4][C:3]=2[O:2]1.[CH2:35]([O:42][NH2:43])[C:36]1[CH:41]=[CH:40][CH:39]=[CH:38][CH:37]=1.O.ON1C2C=CC=CC=2N=N1.CN1CCOCC1, predict the reaction product. The product is: [CH2:35]([O:42][NH:43][C:9](=[O:11])[C@H:8]([N:7]([CH2:6][C:5]1[CH:31]=[CH:32][C:33]2[O:34][CH2:1][O:2][C:3]=2[CH:4]=1)[S:18]([C:21]1[C:26]([CH3:27])=[CH:25][C:24]([O:28][CH3:29])=[CH:23][C:22]=1[CH3:30])(=[O:20])=[O:19])[CH2:12][NH:13][S:14]([CH3:17])(=[O:15])=[O:16])[C:36]1[CH:41]=[CH:40][CH:39]=[CH:38][CH:37]=1. (2) Given the reactants Cl[C:2]1[C:3](=[O:24])[C:4](=[O:23])[C:5]=1[NH:6][C:7]1[CH:12]=[CH:11][CH:10]=[C:9]([C:13]([N:15]2[CH2:20][CH2:19][N:18]([CH3:21])[CH2:17][CH2:16]2)=[O:14])[C:8]=1[OH:22].[F:25][C:26]1[CH:32]=[CH:31][CH:30]=[CH:29][C:27]=1[NH2:28], predict the reaction product. The product is: [OH:22][C:8]1[C:9]([C:13]([N:15]2[CH2:20][CH2:19][N:18]([CH3:21])[CH2:17][CH2:16]2)=[O:14])=[CH:10][CH:11]=[CH:12][C:7]=1[NH:6][C:5]1[C:4](=[O:23])[C:3](=[O:24])[C:2]=1[NH:28][C:27]1[CH:29]=[CH:30][CH:31]=[CH:32][C:26]=1[F:25]. (3) The product is: [CH2:1]1[C:6]2([CH2:11][CH2:10][CH2:9][CH2:8][CH2:7]2)[CH2:5][CH2:4][O:3][CH:2]1[OH:12]. Given the reactants [CH2:1]1[C:6]2([CH2:11][CH2:10][CH2:9][CH2:8][CH2:7]2)[CH2:5][CH2:4][O:3][C:2]1=[O:12].[H-].C([Al+]CC(C)C)C(C)C.O.[OH-].[Na+], predict the reaction product. (4) Given the reactants [CH2:1]([C:5]1[CH:10]=[CH:9][C:8]([NH:11][S:12]([C:15]2[CH:16]=[CH:17][C:18]([CH3:24])=[C:19]([CH:23]=2)[C:20](O)=[O:21])(=[O:14])=[O:13])=[CH:7][CH:6]=1)[CH2:2][CH2:3][CH3:4].CC[N:27]=C=NCCCN(C)C.C1C=CC2N(O)N=NC=2C=1.CCN(C(C)C)C(C)C.[N:55]1([C:61]([O:63][C:64]([CH3:67])([CH3:66])[CH3:65])=[O:62])[CH2:60][CH2:59]C[CH2:57][CH2:56]1.Cl, predict the reaction product. The product is: [CH2:1]([C:5]1[CH:10]=[CH:9][C:8]([NH:11][S:12]([C:15]2[CH:16]=[CH:17][C:18]([CH3:24])=[C:19]([CH:23]=2)[C:20]([N:27]2[CH2:59][CH2:60][N:55]([C:61]([O:63][C:64]([CH3:67])([CH3:66])[CH3:65])=[O:62])[CH2:56][CH2:57]2)=[O:21])(=[O:14])=[O:13])=[CH:7][CH:6]=1)[CH2:2][CH2:3][CH3:4]. (5) The product is: [F:13][C:14]1[CH:15]=[CH:16][C:17]2[C:21]([N:22]3[CH2:28][CH2:27][CH2:26][N:25]([CH2:29][CH2:30][CH2:31][CH2:32][NH:33][C:10]([C:2]4[NH:1][C:9]5[C:4]([CH:3]=4)=[CH:5][CH:6]=[CH:7][CH:8]=5)=[O:12])[CH2:24][CH2:23]3)=[CH:20][S:19][C:18]=2[CH:34]=1. Given the reactants [NH:1]1[C:9]2[C:4](=[CH:5][CH:6]=[CH:7][CH:8]=2)[CH:3]=[C:2]1[C:10]([OH:12])=O.[F:13][C:14]1[CH:15]=[CH:16][C:17]2[C:21]([N:22]3[CH2:28][CH2:27][CH2:26][N:25]([CH2:29][CH2:30][CH2:31][CH2:32][NH2:33])[CH2:24][CH2:23]3)=[CH:20][S:19][C:18]=2[CH:34]=1.C(N(C(C)C)CC)(C)C.ON1C2C=CC=CC=2N=N1.O1CCN(N=C=N)CC1, predict the reaction product.